From a dataset of Peptide-MHC class II binding affinity with 134,281 pairs from IEDB. Regression. Given a peptide amino acid sequence and an MHC pseudo amino acid sequence, predict their binding affinity value. This is MHC class II binding data. (1) The peptide sequence is AVPLRLLGGLHRMVL. The MHC is HLA-DQA10501-DQB10201 with pseudo-sequence HLA-DQA10501-DQB10201. The binding affinity (normalized) is 0.179. (2) The peptide sequence is ASVIPPARLFKAFVL. The MHC is HLA-DQA10101-DQB10501 with pseudo-sequence HLA-DQA10101-DQB10501. The binding affinity (normalized) is 0.336. (3) The peptide sequence is PHHTALRQAILCWGELMTLA. The MHC is DRB1_1201 with pseudo-sequence DRB1_1201. The binding affinity (normalized) is 0.485. (4) The peptide sequence is GELQIVDKIDAAFKK. The MHC is DRB1_1501 with pseudo-sequence DRB1_1501. The binding affinity (normalized) is 0.331. (5) The peptide sequence is AAGDGNIVAVDIKPK. The MHC is DRB1_0101 with pseudo-sequence DRB1_0101. The binding affinity (normalized) is 0.124. (6) The peptide sequence is ALTEALRVIAGAFEV. The MHC is DRB1_0101 with pseudo-sequence DRB1_0101. The binding affinity (normalized) is 0.727. (7) The peptide sequence is AKGSRAIWYMWLGAR. The MHC is DRB1_0404 with pseudo-sequence DRB1_0404. The binding affinity (normalized) is 0.451.